Dataset: Catalyst prediction with 721,799 reactions and 888 catalyst types from USPTO. Task: Predict which catalyst facilitates the given reaction. (1) Product: [C:12]([O:17][CH:18]([O:22][C:23]([NH:11][CH2:10][C@H:2]1[CH2:3][CH2:4][C@H:5]([C:7]([OH:9])=[O:8])[CH2:6][CH2:1]1)=[O:24])[CH2:19][CH2:20][CH3:21])(=[O:16])[CH2:13][CH2:14][CH3:15]. Reactant: [CH2:1]1[CH2:6][C@H:5]([C:7]([OH:9])=[O:8])[CH2:4][CH2:3][C@H:2]1[CH2:10][NH2:11].[C:12]([O:17][CH:18]([O:22][C:23](ON1C(=O)CCC1=O)=[O:24])[CH2:19][CH2:20][CH3:21])(=[O:16])[CH2:13][CH2:14][CH3:15]. The catalyst class is: 761. (2) Reactant: [F:1][C:2]([F:12])([F:11])[C:3]1[CH:10]=[CH:9][C:6]([CH2:7][NH2:8])=[CH:5][CH:4]=1.Cl.FC(F)(F)C1C=CC(CN)=CC=1.[CH:26]1[N:31]=[C:30](Cl)[C:29]2[N:33]=[CH:34][N:35]([C@@H:36]3[O:40][C@H:39]([CH2:41][OH:42])[C@@H:38]([OH:43])[C@H:37]3[OH:44])[C:28]=2[N:27]=1.C(N(CC)CC)C. Product: [F:1][C:2]([F:11])([F:12])[C:3]1[CH:10]=[CH:9][C:6]([CH2:7][NH:8][C:30]2[C:29]3[N:33]=[CH:34][N:35]([C:28]=3[N:27]=[CH:26][N:31]=2)[C@@H:36]2[O:40][C@H:39]([CH2:41][OH:42])[C@@H:38]([OH:43])[C@H:37]2[OH:44])=[CH:5][CH:4]=1. The catalyst class is: 259. (3) Reactant: [N:1]1([C:7]2[CH:12]=[CH:11][CH:10]=[CH:9][C:8]=2/[CH:13]=[CH:14]/[C:15]([O:17]C)=O)[CH2:6][CH2:5][CH2:4][CH2:3][CH2:2]1.[NH2:19][OH:20].[OH-].[Na+].Cl. Product: [OH:20][NH:19][C:15](=[O:17])/[CH:14]=[CH:13]/[C:8]1[CH:9]=[CH:10][CH:11]=[CH:12][C:7]=1[N:1]1[CH2:6][CH2:5][CH2:4][CH2:3][CH2:2]1. The catalyst class is: 36. (4) Reactant: [CH3:1][O:2][C:3]1[CH:8]=[CH:7][C:6]([S:9]([N:12]2[CH2:17][CH2:16][N:15]([CH2:18][C:19]3[NH:28][C:27](=O)[C:26]4[C:21](=[CH:22][CH:23]=[CH:24][CH:25]=4)[N:20]=3)[CH2:14][CH2:13]2)(=[O:11])=[O:10])=[CH:5][CH:4]=1.[NH:30]1[CH2:35][CH2:34][CH2:33][CH2:32][CH2:31]1. Product: [CH3:1][O:2][C:3]1[CH:4]=[CH:5][C:6]([S:9]([N:12]2[CH2:13][CH2:14][N:15]([CH2:18][C:19]3[N:28]=[C:27]([N:30]4[CH2:35][CH2:34][CH2:33][CH2:32][CH2:31]4)[C:26]4[C:21](=[CH:22][CH:23]=[CH:24][CH:25]=4)[N:20]=3)[CH2:16][CH2:17]2)(=[O:11])=[O:10])=[CH:7][CH:8]=1. The catalyst class is: 265. (5) Reactant: [F:1][C:2]1[CH:7]=[CH:6][C:5]([C:8]2[N:9]=[C:10]([S:20][CH2:21][CH2:22][N:23]3C(=O)C4C(=CC=CC=4)C3=O)[N:11]([CH3:19])[C:12]=2[C:13]2[CH:18]=[CH:17][N:16]=[CH:15][CH:14]=2)=[CH:4][CH:3]=1.[OH-].[Na+]. Product: [F:1][C:2]1[CH:7]=[CH:6][C:5]([C:8]2[N:9]=[C:10]([S:20][CH2:21][CH2:22][NH2:23])[N:11]([CH3:19])[C:12]=2[C:13]2[CH:14]=[CH:15][N:16]=[CH:17][CH:18]=2)=[CH:4][CH:3]=1. The catalyst class is: 33. (6) Reactant: [Cl:1][C:2]1[CH:7]=[CH:6][C:5]([Mg]Br)=[CH:4][CH:3]=1.[Cl:10][C:11]1[CH:18]=[CH:17][C:16]([N+:19]([O-:21])=[O:20])=[CH:15][C:12]=1[CH:13]=[O:14].C(=O)=O.CC(C)=O.[NH4+].[Cl-]. Product: [Cl:10][C:11]1[CH:18]=[CH:17][C:16]([N+:19]([O-:21])=[O:20])=[CH:15][C:12]=1[CH:13]([C:5]1[CH:6]=[CH:7][C:2]([Cl:1])=[CH:3][CH:4]=1)[OH:14]. The catalyst class is: 1.